Dataset: Forward reaction prediction with 1.9M reactions from USPTO patents (1976-2016). Task: Predict the product of the given reaction. (1) The product is: [Cl:26][C:27]1[C:31]([S:32]([CH:35]([CH3:37])[CH3:36])(=[O:33])=[O:34])=[CH:30][S:29][C:28]=1[C:38]([NH:1][CH2:2][CH2:3][CH2:4][CH2:5][CH2:6][CH2:7][N:8]1[CH2:13][CH2:12][CH:11]([C:14]2[CH:19]=[CH:18][CH:17]=[C:16]([NH:20][C:21](=[O:25])[CH:22]([CH3:23])[CH3:24])[CH:15]=2)[CH2:10][CH2:9]1)=[O:39]. Given the reactants [NH2:1][CH2:2][CH2:3][CH2:4][CH2:5][CH2:6][CH2:7][N:8]1[CH2:13][CH2:12][CH:11]([C:14]2[CH:15]=[C:16]([NH:20][C:21](=[O:25])[CH:22]([CH3:24])[CH3:23])[CH:17]=[CH:18][CH:19]=2)[CH2:10][CH2:9]1.[Cl:26][C:27]1[C:31]([S:32]([CH:35]([CH3:37])[CH3:36])(=[O:34])=[O:33])=[CH:30][S:29][C:28]=1[C:38](Cl)=[O:39], predict the reaction product. (2) Given the reactants [CH3:1][N:2]([CH3:25])[C:3]1[CH:8]=[CH:7][C:6]([C:9]2[N:13]([C:14]3[CH:15]=[N:16][C:17]([O:20][CH3:21])=[CH:18][CH:19]=3)[N:12]=[C:11]([C:22](O)=[O:23])[CH:10]=2)=[CH:5][CH:4]=1.[C:26]([NH2:30])([CH3:29])([CH3:28])[CH3:27], predict the reaction product. The product is: [C:26]([NH:30][C:22]([C:11]1[CH:10]=[C:9]([C:6]2[CH:5]=[CH:4][C:3]([N:2]([CH3:25])[CH3:1])=[CH:8][CH:7]=2)[N:13]([C:14]2[CH:15]=[N:16][C:17]([O:20][CH3:21])=[CH:18][CH:19]=2)[N:12]=1)=[O:23])([CH3:29])([CH3:28])[CH3:27]. (3) The product is: [CH3:18][N:19]1[CH:23]=[C:22]([C:2]2[N:7]=[N:6][C:5]([N:8]3[CH2:17][CH2:16][C:11]4([O:15][CH2:14][CH2:13][O:12]4)[CH2:10][CH2:9]3)=[CH:4][CH:3]=2)[CH:21]=[N:20]1. Given the reactants Cl[C:2]1[N:7]=[N:6][C:5]([N:8]2[CH2:17][CH2:16][C:11]3([O:15][CH2:14][CH2:13][O:12]3)[CH2:10][CH2:9]2)=[CH:4][CH:3]=1.[CH3:18][N:19]1[CH:23]=[C:22](B2OC(C)(C)C(C)(C)O2)[CH:21]=[N:20]1.C([O-])([O-])=O.[K+].[K+], predict the reaction product. (4) The product is: [F:1][C:2]1[C:3]([NH:10][C:11]2[C:16]([C:17]3[N:25]=[CH:24][N:23]=[C:22]4[C:18]=3[N:19]=[CH:20][N:21]4[CH:26]3[CH2:31][CH2:30][CH2:29][CH2:28][O:27]3)=[CH:15][CH:14]=[CH:13][N:12]=2)=[C:4]([F:9])[CH:5]=[CH:6][C:7]=1[NH:8][S:42]([C:40]1[CH:39]=[CH:38][C:36]2[N:37]=[C:33]([CH3:32])[S:34][C:35]=2[CH:41]=1)(=[O:43])=[O:44]. Given the reactants [F:1][C:2]1[C:7]([NH2:8])=[CH:6][CH:5]=[C:4]([F:9])[C:3]=1[NH:10][C:11]1[C:16]([C:17]2[N:25]=[CH:24][N:23]=[C:22]3[C:18]=2[N:19]=[CH:20][N:21]3[CH:26]2[CH2:31][CH2:30][CH2:29][CH2:28][O:27]2)=[CH:15][CH:14]=[CH:13][N:12]=1.[CH3:32][C:33]1[S:34][C:35]2[CH:41]=[C:40]([S:42](Cl)(=[O:44])=[O:43])[CH:39]=[CH:38][C:36]=2[N:37]=1.N1C=CC=CC=1, predict the reaction product. (5) Given the reactants [CH3:1][C:2]1[C:6]([CH:7]=O)=[CH:5][NH:4][N:3]=1.[C:9]([O:18]CC)(=[O:17])[CH2:10][CH2:11][C:12]([O:14][CH2:15][CH3:16])=[O:13].CC([O-])(C)C.[K+], predict the reaction product. The product is: [CH2:15]([O:14][C:12]([C:11](=[CH:7][C:6]1[C:2]([CH3:1])=[N:3][NH:4][CH:5]=1)[CH2:10][C:9]([OH:18])=[O:17])=[O:13])[CH3:16]. (6) Given the reactants [CH2:1]([NH:5][CH2:6][C:7]1[S:8][C:9]([C:12]2[CH:17]=[CH:16][CH:15]=[C:14]([S:18]([CH3:21])(=[O:20])=[O:19])[CH:13]=2)=[CH:10][CH:11]=1)[CH:2]([CH3:4])[CH3:3].[CH2:22]([S:24](Cl)(=[O:26])=[O:25])[CH3:23].C(N(CC)C(C)C)(C)C, predict the reaction product. The product is: [CH2:1]([N:5]([CH2:6][C:7]1[S:8][C:9]([C:12]2[CH:17]=[CH:16][CH:15]=[C:14]([S:18]([CH3:21])(=[O:20])=[O:19])[CH:13]=2)=[CH:10][CH:11]=1)[S:24]([CH2:22][CH3:23])(=[O:26])=[O:25])[CH:2]([CH3:4])[CH3:3].